This data is from Reaction yield outcomes from USPTO patents with 853,638 reactions. The task is: Predict the reaction yield, written as a fraction of the theoretical maximum amount of product (1.0 means a 100% yield; for example, 0.34 means a 34% yield). (1) The reactants are C[Mg]Br.[C:4]([C:7]1[CH:12]=[CH:11][C:10]([S:13]([NH:16][C:17]2[N:21]([C:22]3[CH:31]=[CH:30][CH:29]=[C:28]4[C:23]=3[CH:24]=[CH:25][CH:26]=[N:27]4)[N:20]=[C:19]([CH3:32])[CH:18]=2)(=[O:15])=[O:14])=[CH:9][CH:8]=1)(=[O:6])[CH3:5].Cl[CH2:34]Cl.CO. The catalyst is C1COCC1. The product is [OH:6][C:4]([C:7]1[CH:8]=[CH:9][C:10]([S:13]([NH:16][C:17]2[N:21]([C:22]3[CH:31]=[CH:30][CH:29]=[C:28]4[C:23]=3[CH:24]=[CH:25][CH:26]=[N:27]4)[N:20]=[C:19]([CH3:32])[CH:18]=2)(=[O:15])=[O:14])=[CH:11][CH:12]=1)([CH3:34])[CH3:5]. The yield is 0.320. (2) The reactants are CC1(C)C(C)(C)OB([C:9]2[CH:14]=[CH:13][C:12]([O:15][C:16]([N:18]3[CH:24]4[CH2:25][CH2:26][N:21]([CH2:22][CH2:23]4)[CH2:20][CH2:19]3)=[O:17])=[CH:11][CH:10]=2)O1.Br[C:29]1[CH:34]=[CH:33][CH:32]=[CH:31][CH:30]=1.P([O-])([O-])([O-])=O.[K+].[K+].[K+]. The catalyst is ClCCl.Cl[Pd]Cl.C1(P(C2C=CC=CC=2)[C-]2C=CC=C2)C=CC=CC=1.[C-]1(P(C2C=CC=CC=2)C2C=CC=CC=2)C=CC=C1.[Fe+2].C1(P(C2C=CC=CC=2)[C-]2C=CC=C2)C=CC=CC=1.[C-]1(P(C2C=CC=CC=2)C2C=CC=CC=2)C=CC=C1.[Fe+2]. The product is [C:9]1([C:29]2[CH:34]=[CH:33][CH:32]=[CH:31][CH:30]=2)[CH:10]=[CH:11][C:12]([O:15][C:16]([N:18]2[CH:24]3[CH2:23][CH2:22][N:21]([CH2:26][CH2:25]3)[CH2:20][CH2:19]2)=[O:17])=[CH:13][CH:14]=1. The yield is 0.630. (3) The product is [F:1][C:2]([F:7])([F:6])[C:3]([OH:5])=[O:4].[C:79]([C:77]1[N:78]=[C:74]([C:72]([NH:71][C:68]2[CH:69]=[CH:70][C:65]([CH:62]3[CH2:61][CH2:60][N:59]([CH2:58][C:57]([OH:87])=[O:56])[CH2:64][CH2:63]3)=[CH:66][C:67]=2[C:81]2[CH2:86][CH2:85][CH2:84][CH2:83][CH:82]=2)=[O:73])[NH:75][CH:76]=1)#[N:80]. The reactants are [F:1][C:2]([F:7])([F:6])[C:3]([OH:5])=[O:4].C1(C2C=C(C3CCNCC3)C=CC=2NC(C2NC=C(C#N)N=2)=O)CCCCC=1.BrCC(OC(C)(C)C)=O.CCN(CC)CC.C([O:56][C:57](=[O:87])[CH2:58][N:59]1[CH2:64][CH2:63][CH:62]([C:65]2[CH:70]=[CH:69][C:68]([NH:71][C:72]([C:74]3[NH:75][CH:76]=[C:77]([C:79]#[N:80])[N:78]=3)=[O:73])=[C:67]([C:81]3[CH2:86][CH2:85][CH2:84][CH2:83][CH:82]=3)[CH:66]=2)[CH2:61][CH2:60]1)(C)(C)C. The yield is 0.400. The catalyst is C(Cl)Cl. (4) The reactants are N[C@H](C(O)=O)CS.C1(=O)NC(=O)C=C1.[OH:15][C:16]([CH2:18][CH2:19][CH2:20][CH2:21][C@H:22]1[C@@H:30]2[C@@H:25]([NH:26][C:27]([NH:29]2)=[O:28])[CH2:24][S:23]1)=[O:17]. No catalyst specified. The product is [OH:17][C:16]([CH2:18][CH2:19][CH2:20][CH2:21][C@H:22]1[C@@H:30]2[C@@H:25]([NH:26][C:27]([NH:29]2)=[O:28])[CH2:24][S:23]1)=[O:15]. The yield is 1.00. (5) The product is [NH2:17][C@H:5]([CH2:6][C:7]1[CH:15]=[C:14]([CH3:16])[C:10]2[NH:11][N:12]=[N:13][C:9]=2[CH:8]=1)[C:3]([O:2][CH3:1])=[O:4]. The yield is 1.00. The catalyst is C(O)=O.CO. The reactants are [CH3:1][O:2][C:3]([C@H:5]([NH:17]C(=O)OCC1C=CC=CC=1)[CH2:6][C:7]1[CH:15]=[C:14]([CH3:16])[C:10]2[NH:11][N:12]=[N:13][C:9]=2[CH:8]=1)=[O:4]. (6) The reactants are C1(C([NH:20][C:21]2[CH:28]=[CH:27][CH:26]=[C:25]([F:29])[C:22]=2[CH:23]=[O:24])(C2C=CC=CC=2)C2C=CC=CC=2)C=CC=CC=1.[F:30][C:31]([Si](C)(C)C)([F:33])[F:32].[F-].C([N+](CCCC)(CCCC)CCCC)CCC. The catalyst is C1COCC1. The product is [NH2:20][C:21]1[CH:28]=[CH:27][CH:26]=[C:25]([F:29])[C:22]=1[CH:23]([OH:24])[C:31]([F:33])([F:32])[F:30]. The yield is 0.820.